From a dataset of Reaction yield outcomes from USPTO patents with 853,638 reactions. Predict the reaction yield, written as a fraction of the theoretical maximum amount of product (1.0 means a 100% yield; for example, 0.34 means a 34% yield). The reactants are [H-].[Na+].[CH3:3][NH:4][C:5](=[O:10])[C:6]([F:9])([F:8])[F:7].Br[CH2:12][CH2:13][CH2:14][CH2:15][CH:16]=[CH2:17].O. The catalyst is CN(C=O)C. The product is [F:7][C:6]([F:9])([F:8])[C:5]([N:4]([CH2:17][CH2:16][CH2:15][CH2:14][CH:13]=[CH2:12])[CH3:3])=[O:10]. The yield is 0.560.